Dataset: Full USPTO retrosynthesis dataset with 1.9M reactions from patents (1976-2016). Task: Predict the reactants needed to synthesize the given product. (1) Given the product [CH3:1][O:2][CH2:3][C@H:4]([O:6][C:7]1[CH:8]=[CH:9][CH:10]=[C:11]2[C:16]=1[N:15]=[C:14]([CH:17]=[O:19])[CH:13]=[CH:12]2)[CH3:5], predict the reactants needed to synthesize it. The reactants are: [CH3:1][O:2][CH2:3][C@H:4]([O:6][C:7]1[CH:8]=[CH:9][CH:10]=[C:11]2[C:16]=1[N:15]=[C:14]([CH3:17])[CH:13]=[CH:12]2)[CH3:5].[Se](=O)=[O:19]. (2) Given the product [CH2:1]([O:3][C:4]([C:6]1[O:7][C:8]2[C:13]([C:14](=[O:16])[CH:15]=1)=[CH:12][CH:11]=[C:10]([NH:17][C:18](=[O:23])[C:19]([F:20])([F:21])[F:22])[C:9]=2[CH:24]=[CH:25][CH3:26])=[O:5])[CH3:2], predict the reactants needed to synthesize it. The reactants are: [CH2:1]([O:3][C:4]([C:6]1[O:7][C:8]2[C:13]([C:14](=[O:16])[CH:15]=1)=[CH:12][CH:11]=[C:10]([NH:17][C:18](=[O:23])[C:19]([F:22])([F:21])[F:20])[C:9]=2[CH2:24][CH:25]=[CH2:26])=[O:5])[CH3:2].